Dataset: B-cell epitopes from IEDB database with 3,159 antigens for binding position prediction. Task: Token-level Classification. Given an antigen amino acid sequence, predict which amino acid positions are active epitope sites capable of antibody binding. Output is a list of indices for active positions. Given the antigen sequence: RPSSIKTFEEYKKAFNKSYATFEDEEAARKNFLESVKYVQSNGGAINHLSDLSLDEFKNRFLMSAEAFEHLKTQFDLNAETNACSINGNAPAEIDLRQMRTVTPIRMQGGCGSCWAFSGVAATESAYLAYRNQSLDLAEQELVDCASQHGCNGDTIPRGIEYIQHNGVVQESYYRYVAREQSCRRPNAQRFGISNYCQIYPPNANKIREALAQTHSAIAVIIGIKDLDAFRHYDGRTIIQRDNGYQPNYHAVNIVGYSNAQGVDYWIVRNSWDTNWGDNGYGYFAANIDLMMIEEYPYVVIL, which amino acid positions are active epitope sites? The epitope positions are: [254, 255, 256, 257, 258, 259, 260, 261, 262, 263, 264, 265, 266, 267, 268, 269, 270, 271, 272, 273... (34 total positions)]. The amino acids at these positions are: VGYSNAQGVDYWIVRNSWDTNWGDNGYGYF....